From a dataset of Reaction yield outcomes from USPTO patents with 853,638 reactions. Predict the reaction yield, written as a fraction of the theoretical maximum amount of product (1.0 means a 100% yield; for example, 0.34 means a 34% yield). (1) The reactants are C([O:5][C:6]([C@H:8]1[CH2:12][CH2:11][CH2:10][N:9]1[C:13](=[O:44])[CH2:14][O:15][C:16]1[CH:21]=[CH:20][CH:19]=[CH:18][C:17]=1[C:22]1[CH:27]=[CH:26][CH:25]=[CH:24][C:23]=1[O:28][CH2:29][C:30]([N:32]1[CH2:36][CH2:35][CH2:34][C@@H:33]1[C:37]([O:39]C(C)(C)C)=[O:38])=[O:31])=[O:7])(C)(C)C. The catalyst is FC(F)(F)C(O)=O. The product is [C:37]([C@H:33]1[CH2:34][CH2:35][CH2:36][N:32]1[C:30](=[O:31])[CH2:29][O:28][C:23]1[CH:24]=[CH:25][CH:26]=[CH:27][C:22]=1[C:17]1[CH:18]=[CH:19][CH:20]=[CH:21][C:16]=1[O:15][CH2:14][C:13]([N:9]1[CH2:10][CH2:11][CH2:12][C@@H:8]1[C:6]([OH:7])=[O:5])=[O:44])([OH:39])=[O:38]. The yield is 0.440. (2) The reactants are [CH2:1]([Mg]Cl)[CH3:2].[CH3:5][O:6][C:7]1[CH:22]=[CH:21][C:10]([C:11]([C:13]2[CH:18]=[CH:17][C:16]([O:19][CH3:20])=[CH:15][CH:14]=2)=[O:12])=[CH:9][CH:8]=1.[Cl-].[NH4+]. The catalyst is C1COCC1. The product is [CH3:20][O:19][C:16]1[CH:17]=[CH:18][C:13]([C:11]([C:10]2[CH:9]=[CH:8][C:7]([O:6][CH3:5])=[CH:22][CH:21]=2)([OH:12])[CH2:1][CH3:2])=[CH:14][CH:15]=1. The yield is 0.550. (3) The reactants are [NH2:1][C:2]1[CH:7]=[CH:6][CH:5]=[CH:4][CH:3]=1.C[Si]([N-][Si](C)(C)C)(C)C.[Na+].[F:18][C:19]([F:36])([F:35])[CH:20]1[CH2:22][N:21]1[S:23]([C:26]1[C:31]([CH3:32])=[CH:30][C:29]([CH3:33])=[CH:28][C:27]=1[CH3:34])(=[O:25])=[O:24]. The catalyst is CS(C)=O.C1COCC1.[Cl-].[NH4+]. The product is [CH3:34][C:27]1[CH:28]=[C:29]([CH3:33])[CH:30]=[C:31]([CH3:32])[C:26]=1[S:23]([NH:21][CH:20]([CH2:22][NH:1][C:2]1[CH:7]=[CH:6][CH:5]=[CH:4][CH:3]=1)[C:19]([F:36])([F:18])[F:35])(=[O:24])=[O:25]. The yield is 0.390. (4) The reactants are C([NH:5][S:6]([C:9]1([C:12](=[O:19])[C:13]2[CH:18]=[CH:17][CH:16]=[CH:15][CH:14]=2)[CH2:11][CH2:10]1)(=[O:8])=[O:7])(C)(C)C.CC1(S(N)(=O)=O)CC1. No catalyst specified. The product is [C:12]([C:9]1([S:6]([NH2:5])(=[O:8])=[O:7])[CH2:10][CH2:11]1)(=[O:19])[C:13]1[CH:18]=[CH:17][CH:16]=[CH:15][CH:14]=1. The yield is 0.870. (5) The yield is 0.910. The catalyst is C(#N)C. The reactants are [CH2:1]([O:4][N:5]([C@@H:18]1[C:23]([C:24]([N:26]([CH3:28])[CH3:27])=[O:25])=[CH:22][C@@H:21]([CH2:29][O:30][CH3:31])[NH:20][CH2:19]1)S(C1C=CC=CC=1[N+]([O-])=O)(=O)=O)[CH:2]=[CH2:3].C(=O)([O-])[O-].[K+].[K+].C1(S)C=CC=CC=1. The product is [CH2:1]([O:4][NH:5][C@@H:18]1[C:23]([C:24]([N:26]([CH3:28])[CH3:27])=[O:25])=[CH:22][C@@H:21]([CH2:29][O:30][CH3:31])[NH:20][CH2:19]1)[CH:2]=[CH2:3]. (6) The catalyst is CN(C=O)C.CCOC(C)=O. The product is [CH2:10]([O:9][C:7](=[O:8])[CH:6]([NH2:1])[CH:12]([CH3:17])[C:13]([F:16])([F:15])[F:14])[CH3:11]. The reactants are [N-:1]=[N+]=[N-].[Na+].Br[CH:6]([CH:12]([CH3:17])[C:13]([F:16])([F:15])[F:14])[C:7]([O:9][CH2:10][CH3:11])=[O:8]. The yield is 0.500.